Dataset: Reaction yield outcomes from USPTO patents with 853,638 reactions. Task: Predict the reaction yield, written as a fraction of the theoretical maximum amount of product (1.0 means a 100% yield; for example, 0.34 means a 34% yield). (1) The reactants are [Cl:1][C:2]1[CH:3]=[C:4]([C:8]2[N:13]=[C:12]3[CH2:14][CH2:15][CH2:16][C:11]3=[C:10]([NH2:17])[CH:9]=2)[CH:5]=[CH:6][CH:7]=1.[Cl:18]N1C(=O)CCC1=O. The catalyst is CN(C=O)C.O.C(OCC)(=O)C. The product is [Cl:18][C:9]1[C:10]([NH2:17])=[C:11]2[CH2:16][CH2:15][CH2:14][C:12]2=[N:13][C:8]=1[C:4]1[CH:5]=[CH:6][CH:7]=[C:2]([Cl:1])[CH:3]=1. The yield is 0.380. (2) The reactants are [CH3:1][C:2]1([CH3:30])[CH2:8][NH:7][C:6]2[N:9]=[CH:10][C:11](/[CH:13]=[CH:14]/[C:15]([N:17]([CH3:29])[CH2:18][C:19]3[O:20][C:21]4[CH:28]=[CH:27][CH:26]=[CH:25][C:22]=4[C:23]=3[CH3:24])=[O:16])=[CH:12][C:5]=2[CH:4]=[N:3]1.[ClH:31]. The catalyst is C(Cl)Cl.CCOCC. The product is [ClH:31].[CH3:1][C:2]1([CH3:30])[CH2:8][NH:7][C:6]2[N:9]=[CH:10][C:11](/[CH:13]=[CH:14]/[C:15]([N:17]([CH3:29])[CH2:18][C:19]3[O:20][C:21]4[CH:28]=[CH:27][CH:26]=[CH:25][C:22]=4[C:23]=3[CH3:24])=[O:16])=[CH:12][C:5]=2[CH:4]=[N:3]1. The yield is 0.860. (3) The reactants are [CH2:1]([O:8][C:9]1[C:10](=[O:19])[CH:11]=[C:12](C(O)=O)[N:13]([CH3:15])[CH:14]=1)[C:2]1[CH:7]=[CH:6][CH:5]=[CH:4][CH:3]=1. The catalyst is CN(C=O)C. The product is [CH2:1]([O:8][C:9]1[C:10](=[O:19])[CH:11]=[CH:12][N:13]([CH3:15])[CH:14]=1)[C:2]1[CH:3]=[CH:4][CH:5]=[CH:6][CH:7]=1. The yield is 0.940.